Dataset: Full USPTO retrosynthesis dataset with 1.9M reactions from patents (1976-2016). Task: Predict the reactants needed to synthesize the given product. (1) Given the product [CH3:1][O:2][C:3]1[CH:4]=[C:5]([N:12]2[CH2:17][CH2:16][CH2:15][C@@H:14]([C:18]([N:20]3[CH2:21][CH2:22][N:23]([CH3:26])[CH2:24][CH2:25]3)=[O:19])[CH2:13]2)[CH:6]=[CH:7][C:8]=1[N+:9]([O-:11])=[O:10], predict the reactants needed to synthesize it. The reactants are: [CH3:1][O:2][C:3]1[CH:4]=[C:5]([N:12]2[CH2:17][CH2:16][CH2:15][C@H:14]([C:18]([N:20]3[CH2:25][CH2:24][N:23]([CH3:26])[CH2:22][CH2:21]3)=[O:19])[CH2:13]2)[CH:6]=[CH:7][C:8]=1[N+:9]([O-:11])=[O:10].COC1C=C(N2CCC[C@@H](C(O)=O)C2)C=CC=1[N+]([O-])=O. (2) Given the product [CH2:26]([O:25][C:23]([NH:17][C@H:6]1[C@@H:7]2[CH2:11][C@@H:10]([CH:9]=[CH:8]2)[C@H:5]1[C:3]([O:2][CH3:1])=[O:4])=[O:24])[C:27]1[CH:36]=[CH:35][CH:34]=[CH:33][CH:32]=1, predict the reactants needed to synthesize it. The reactants are: [CH3:1][O:2][C:3]([C@@H:5]1[C@H:10]2[CH2:11][C@H:7]([CH:8]=[CH:9]2)[C@@H:6]1C(O)=O)=[O:4].C([N:17](CC)CC)C.Cl[C:23]([O:25][CH2:26][CH3:27])=[O:24].[N-]=[N+]=[N-].[Na+].[CH2:32](O)[C:33]1C=C[CH:36]=[CH:35][CH:34]=1. (3) Given the product [Cl:8][C:7]1[CH:6]=[CH:5][C:4]([C:9](=[O:29])[CH2:10][N:11]2[C:15]3([CH2:20][CH2:19][CH2:18][CH2:17][CH2:16]3)[N:14]=[C:13]([C:21]3[CH:26]=[CH:25][C:24]([Cl:27])=[CH:23][CH:22]=3)[C:12]2=[O:28])=[CH:3][C:2]=1[C:31]#[N:32], predict the reactants needed to synthesize it. The reactants are: Br[C:2]1[CH:3]=[C:4]([C:9](=[O:29])[CH2:10][N:11]2[C:15]3([CH2:20][CH2:19][CH2:18][CH2:17][CH2:16]3)[N:14]=[C:13]([C:21]3[CH:26]=[CH:25][C:24]([Cl:27])=[CH:23][CH:22]=3)[C:12]2=[O:28])[CH:5]=[CH:6][C:7]=1[Cl:8].[Cu][C:31]#[N:32].C(=O)([O-])O.[Na+]. (4) The reactants are: Cl[C:2]1[CH:11]=[CH:10][C:9]2[C:4](=[CH:5][CH:6]=[C:7](Cl)[CH:8]=2)[N:3]=1.[CH3:13][O:14][C:15]1[CH:22]=[CH:21][CH:20]=[CH:19][C:16]=1[CH2:17][NH2:18].[CH3:23][C:24]1[O:28][C:27]([CH2:29][NH2:30])=[CH:26][CH:25]=1. Given the product [CH3:13][O:14][C:15]1[CH:22]=[CH:21][CH:20]=[CH:19][C:16]=1[CH2:17][NH:18][C:2]1[CH:11]=[CH:10][C:9]2[C:4](=[CH:5][CH:6]=[C:7]([NH:30][CH2:29][C:27]3[O:28][C:24]([CH3:23])=[CH:25][CH:26]=3)[CH:8]=2)[N:3]=1, predict the reactants needed to synthesize it. (5) The reactants are: [CH3:1][O:2][C:3]1[CH:4]=[C:5]([CH:11]2[CH:16]([N+:17]([O-])=O)[CH2:15][CH2:14][CH:13]([O:20][C:21](=[O:23])[CH3:22])[CH2:12]2)[CH:6]=[CH:7][C:8]=1[O:9][CH3:10].C(O)(=O)C. Given the product [NH2:17][CH:16]1[CH2:15][CH2:14][CH:13]([O:20][C:21](=[O:23])[CH3:22])[CH2:12][CH:11]1[C:5]1[CH:6]=[CH:7][C:8]([O:9][CH3:10])=[C:3]([O:2][CH3:1])[CH:4]=1, predict the reactants needed to synthesize it. (6) Given the product [Cl:17][C:10]1[CH:9]=[C:8]([C:18](=[O:20])[CH3:19])[C:7]([N:31]2[CH2:32][CH2:33][N:28]([CH:25]3[CH2:27][CH2:26]3)[CH2:29][CH2:30]2)=[C:16]2[C:11]=1[CH:12]=[CH:13][CH:14]=[N:15]2, predict the reactants needed to synthesize it. The reactants are: FC(F)(F)S(O[C:7]1[C:8]([C:18](=[O:20])[CH3:19])=[CH:9][C:10]([Cl:17])=[C:11]2[C:16]=1[N:15]=[CH:14][CH:13]=[CH:12]2)(=O)=O.Cl.Cl.[CH:25]1([N:28]2[CH2:33][CH2:32][NH:31][CH2:30][CH2:29]2)[CH2:27][CH2:26]1.C(=O)([O-])[O-].[Cs+].[Cs+]. (7) Given the product [CH3:1][O:2][C:3](=[O:27])[C:4]1[CH:9]=[CH:8][C:7]([CH3:10])=[C:6]([N:11]2[C:16](=[O:17])[C:15]([Cl:28])=[C:14]([O:18][CH2:19][C:20]3[N:21]=[C:22]([CH3:25])[S:23][CH:24]=3)[N:13]=[C:12]2[CH3:26])[CH:5]=1, predict the reactants needed to synthesize it. The reactants are: [CH3:1][O:2][C:3](=[O:27])[C:4]1[CH:9]=[CH:8][C:7]([CH3:10])=[C:6]([N:11]2[C:16](=[O:17])[CH:15]=[C:14]([O:18][CH2:19][C:20]3[N:21]=[C:22]([CH3:25])[S:23][CH:24]=3)[N:13]=[C:12]2[CH3:26])[CH:5]=1.[Cl:28]N1C(=O)CCC1=O.